Predict the product of the given reaction. From a dataset of Forward reaction prediction with 1.9M reactions from USPTO patents (1976-2016). The product is: [CH3:12][O:13][CH:14]=[C:3]1[CH2:4][CH2:5][C:6]([CH3:9])([CH3:8])[CH:7]=[C:2]1[CH3:1]. Given the reactants [CH3:1][C:2]1[C:3](=O)[CH2:4][CH2:5][C:6]([CH3:9])([CH3:8])[CH:7]=1.[Cl-].[CH3:12][O:13][CH2:14][P+](C1C=CC=CC=1)(C1C=CC=CC=1)C1C=CC=CC=1.CC(C)([O-])C.[K+].O1CCCC1, predict the reaction product.